Dataset: Full USPTO retrosynthesis dataset with 1.9M reactions from patents (1976-2016). Task: Predict the reactants needed to synthesize the given product. (1) Given the product [Br:14][C:12]1[CH:13]=[C:8]([NH:7][C:5](=[O:6])[C:4]([OH:25])=[O:3])[CH:9]=[C:10]([Br:24])[C:11]=1[O:15][CH2:16][C:17]1[CH:22]=[CH:21][CH:20]=[C:19]([Br:23])[CH:18]=1, predict the reactants needed to synthesize it. The reactants are: C([O:3][C:4](=[O:25])[C:5]([NH:7][C:8]1[CH:13]=[C:12]([Br:14])[C:11]([O:15][CH2:16][C:17]2[CH:22]=[CH:21][CH:20]=[C:19]([Br:23])[CH:18]=2)=[C:10]([Br:24])[CH:9]=1)=[O:6])C.[OH-].[Na+]. (2) The reactants are: [CH2:1]([C@H:3]1[C:11]2[C:6](=[CH:7][C:8]([C:12](=[O:26])[NH:13][CH2:14][C:15]3[CH:20]=[CH:19][C:18]([S:21](CC)(=[O:23])=[O:22])=[CH:17][N:16]=3)=[CH:9][CH:10]=2)[CH2:5][N:4]1[C:27]([O:29][C:30]([CH3:33])([CH3:32])[CH3:31])=[O:28])[CH3:2].C(O[C:39]([N:41]1CC2C(=CC=C(C(O)=O)C=2)[C@@H]1CC)=O)(C)(C)C.NCC1N=CC(S(NC)(=O)=O)=CC=1. Given the product [CH2:1]([C@H:3]1[C:11]2[C:6](=[CH:7][C:8]([C:12](=[O:26])[NH:13][CH2:14][C:15]3[CH:20]=[CH:19][C:18]([S:21](=[O:23])(=[O:22])[NH:41][CH3:39])=[CH:17][N:16]=3)=[CH:9][CH:10]=2)[CH2:5][N:4]1[C:27]([O:29][C:30]([CH3:31])([CH3:33])[CH3:32])=[O:28])[CH3:2], predict the reactants needed to synthesize it. (3) Given the product [F:7][C:8]1[CH:27]=[CH:26][CH:25]=[CH:24][C:9]=1[CH2:10][N:11]1[C:15]2=[N:16][CH:17]=[CH:18][CH:19]=[C:14]2[C:13]([C:20]([NH2:6])=[NH:23])=[N:12]1, predict the reactants needed to synthesize it. The reactants are: C(O)(=O)C.[Cl-].[NH4+:6].[F:7][C:8]1[CH:27]=[CH:26][CH:25]=[CH:24][C:9]=1[CH2:10][N:11]1[C:15]2=[N:16][CH:17]=[CH:18][CH:19]=[C:14]2[C:13]([C:20](=[NH:23])OC)=[N:12]1. (4) Given the product [Cl:1][CH2:2][CH2:3][CH2:4][O:5][C:6]1[CH:11]=[CH:10][C:9]([C:12]2[O:13][C:14]([C:18]([OH:20])=[O:19])=[C:15]([CH3:17])[N:16]=2)=[CH:8][CH:7]=1, predict the reactants needed to synthesize it. The reactants are: [Cl:1][CH2:2][CH2:3][CH2:4][O:5][C:6]1[CH:11]=[CH:10][C:9]([C:12]2[O:13][C:14]([C:18]([O:20]C)=[O:19])=[C:15]([CH3:17])[N:16]=2)=[CH:8][CH:7]=1.CO.[OH-].[Na+].Cl.